From a dataset of Full USPTO retrosynthesis dataset with 1.9M reactions from patents (1976-2016). Predict the reactants needed to synthesize the given product. (1) The reactants are: [CH3:1][O:2][C:3]([C:5]1([CH2:10][CH2:11]Br)[CH2:9][CH2:8][CH2:7][CH2:6]1)=[O:4].[N-:13]=[N+:14]=[N-:15].[Na+].[CH3:17]N(C=O)C. Given the product [N:13]([CH2:11][CH2:10][C:5]1([C:3]([O:2][CH2:1][CH3:17])=[O:4])[CH2:9][CH2:8][CH2:7][CH2:6]1)=[N+:14]=[N-:15], predict the reactants needed to synthesize it. (2) Given the product [F:29][C:30]1[CH:31]=[CH:32][C:33]([NH:36][C:21]([C@H:20]2[N:16]([C:14](=[O:15])[C@@H:13]([CH2:12][N:3]([CH:1]=[O:2])[O:4][CH2:5][C:6]3[CH:11]=[CH:10][CH:9]=[CH:8][CH:7]=3)[CH2:24][CH2:25][CH2:26][CH2:27][CH3:28])[N:17]=[CH:18][CH2:19]2)=[O:22])=[N:34][CH:35]=1, predict the reactants needed to synthesize it. The reactants are: [CH:1]([N:3]([CH2:12][C@@H:13]([CH2:24][CH2:25][CH2:26][CH2:27][CH3:28])[C:14]([N:16]1[C@H:20]([C:21](O)=[O:22])[CH2:19][CH:18]=[N:17]1)=[O:15])[O:4][CH2:5][C:6]1[CH:11]=[CH:10][CH:9]=[CH:8][CH:7]=1)=[O:2].[F:29][C:30]1[CH:31]=[CH:32][C:33]([NH2:36])=[N:34][CH:35]=1.CN1CCOCC1.ClC1N=C(OC)N=C(OC)N=1. (3) Given the product [CH3:13][N:14]1[CH2:19][CH2:18][N:17]([C:20]([C:22]2[CH:27]=[CH:26][CH:25]=[C:24]([N+:28]([O-:30])=[O:29])[CH:23]=2)=[O:21])[CH2:16][CH2:15]1, predict the reactants needed to synthesize it. The reactants are: [N+](C1C=C(C=CC=1)C(O)=O)([O-])=O.[CH3:13][N:14]1[CH2:19][CH2:18][N:17]([C:20]([C:22]2[CH:27]=[CH:26][CH:25]=[C:24]([N+:28]([O-:30])=[O:29])[CH:23]=2)=[O:21])[CH2:16][CH2:15]1.N1CCNCC1.Cl.CN(C)CCCN=C=NCC.ON1C2C=CC=CC=2N=N1.O1CCCC1.C(=O)(O)[O-].[Na+]. (4) Given the product [C:26]([N:25]([CH3:30])[CH2:24][CH2:23][CH2:22][CH2:21][CH2:20][CH2:19][CH2:18][CH2:17][CH2:16][CH2:15][CH2:14][O:1][C:2]1[CH:3]=[C:4]([C:9]([OH:8])=[O:10])[C:5](=[CH:11][CH:12]=1)[C:6]([OH:32])=[O:7])(=[O:29])[CH:27]=[CH2:28], predict the reactants needed to synthesize it. The reactants are: [OH:1][C:2]1[CH:3]=[C:4]2[C:9](=[O:10])[O:8][C:6](=[O:7])[C:5]2=[CH:11][CH:12]=1.Br[CH2:14][CH2:15][CH2:16][CH2:17][CH2:18][CH2:19][CH2:20][CH2:21][CH2:22][CH2:23][CH2:24][N:25]([CH3:30])[C:26](=[O:29])[CH:27]=[CH2:28].C(=O)([O-])[O-:32].[K+].[K+].O. (5) Given the product [CH3:1][C@H:2]1[C:10]2[C:9]([CH:11]3[CH2:12][CH2:13][N:14]([C:17]([O:19][C:20]([CH3:21])([CH3:23])[CH3:22])=[O:18])[CH2:15][CH2:16]3)=[N:8][CH:7]=[N:6][C:5]=2[CH2:4][CH2:3]1, predict the reactants needed to synthesize it. The reactants are: [CH3:1][C@H:2]1[C:10]2[C:9]([C:11]3[CH2:16][CH2:15][N:14]([C:17]([O:19][C:20]([CH3:23])([CH3:22])[CH3:21])=[O:18])[CH2:13][CH:12]=3)=[N:8][CH:7]=[N:6][C:5]=2[CH2:4][CH2:3]1. (6) Given the product [Cl:1][C:2]1[CH:3]=[C:4]([CH:27]=[CH:28][C:29]=1[Cl:30])[O:5][CH:6]1[CH2:7][CH2:8][N:9]([CH2:12][CH:13]2[CH2:14][CH2:15][N:16]([C@@H:19]([CH:24]([CH3:25])[CH3:26])[C:20]([OH:22])=[O:21])[CH2:17][CH2:18]2)[CH2:10][CH2:11]1, predict the reactants needed to synthesize it. The reactants are: [Cl:1][C:2]1[CH:3]=[C:4]([CH:27]=[CH:28][C:29]=1[Cl:30])[O:5][CH:6]1[CH2:11][CH2:10][N:9]([CH2:12][CH:13]2[CH2:18][CH2:17][N:16]([C@@H:19]([CH:24]([CH3:26])[CH3:25])[C:20]([O:22]C)=[O:21])[CH2:15][CH2:14]2)[CH2:8][CH2:7]1.